Task: Predict the product of the given reaction.. Dataset: Forward reaction prediction with 1.9M reactions from USPTO patents (1976-2016) (1) Given the reactants [O:1]=[C:2]1[CH2:11][C:10]2[C:5](=[CH:6][CH:7]=[CH:8][CH:9]=2)[CH2:4][N:3]1[CH:12]1[CH2:17][CH2:16][N:15](C(OC(C)(C)C)=O)[CH2:14][CH2:13]1.N1CCC(C2CC3C(=CC=CC=3)NC2=O)CC1, predict the reaction product. The product is: [NH:15]1[CH2:16][CH2:17][CH:12]([N:3]2[C:2](=[O:1])[CH2:11][C:10]3[C:5](=[CH:6][CH:7]=[CH:8][CH:9]=3)[CH2:4]2)[CH2:13][CH2:14]1. (2) Given the reactants [NH:1]([CH:5]=O)[NH:2][CH:3]=O.Cl[Si](C)(C)C.C(N(CC)CC)C.[NH2:19][C:20]1[C:25]([C:26]2[CH:31]=[CH:30][CH:29]=[C:28]([F:32])[CH:27]=2)=[C:24]([C:33](=[O:35])[CH3:34])[CH:23]=[C:22]([Cl:36])[C:21]=1[CH3:37], predict the reaction product. The product is: [Cl:36][C:22]1[C:21]([CH3:37])=[C:20]([N:19]2[CH:3]=[N:2][N:1]=[CH:5]2)[C:25]([C:26]2[CH:31]=[CH:30][CH:29]=[C:28]([F:32])[CH:27]=2)=[C:24]([C:33](=[O:35])[CH3:34])[CH:23]=1. (3) Given the reactants [I:1][C:2]1[CH:19]=[C:18]([I:20])[CH:17]=[C:16]([I:21])[C:3]=1[O:4][CH2:5][CH2:6][CH2:7][CH2:8][CH2:9][CH2:10][C:11]([O:13]CC)=[O:12].[OH-].[Na+], predict the reaction product. The product is: [I:1][C:2]1[CH:19]=[C:18]([I:20])[CH:17]=[C:16]([I:21])[C:3]=1[O:4][CH2:5][CH2:6][CH2:7][CH2:8][CH2:9][CH2:10][C:11]([OH:13])=[O:12]. (4) Given the reactants [OH:1][C:2]1[CH:3]=[C:4]([CH3:12])[C:5]([C:8]([O:10][CH3:11])=[O:9])=[N:6][CH:7]=1.C(=O)([O-])[O-].[K+].[K+].[CH2:19](Br)[C:20]#[CH:21], predict the reaction product. The product is: [CH3:12][C:4]1[C:5]([C:8]([O:10][CH3:11])=[O:9])=[N:6][CH:7]=[C:2]([O:1][CH2:21][C:20]#[CH:19])[CH:3]=1. (5) Given the reactants [NH2:1][C:2]1[CH:3]=[C:4]([C:8]2[CH:13]=[CH:12][C:11]([CH:14]=[C:15]3[S:19][C:18](=[O:20])[NH:17][C:16]3=[O:21])=[CH:10][CH:9]=2)[CH:5]=[CH:6][CH:7]=1.[C:22]1([CH2:28][C:29](Cl)=[O:30])[CH:27]=[CH:26][CH:25]=[CH:24][CH:23]=1, predict the reaction product. The product is: [O:20]=[C:18]1[NH:17][C:16](=[O:21])[C:15](=[CH:14][C:11]2[CH:10]=[CH:9][C:8]([C:4]3[CH:5]=[CH:6][CH:7]=[C:2]([NH:1][C:29](=[O:30])[CH2:28][C:22]4[CH:27]=[CH:26][CH:25]=[CH:24][CH:23]=4)[CH:3]=3)=[CH:13][CH:12]=2)[S:19]1. (6) Given the reactants [CH2:1]([C:3]1[C:11]2[C:6](=[CH:7][CH:8]=[CH:9][C:10]=2[N+:12]([O-])=O)[N:5]([CH2:15][C:16]2[C:17]([O:23][CH3:24])=[N:18][C:19]([CH3:22])=[CH:20][CH:21]=2)[N:4]=1)[CH3:2].[NH4+].[Cl-], predict the reaction product. The product is: [CH2:1]([C:3]1[C:11]2[C:10]([NH2:12])=[CH:9][CH:8]=[CH:7][C:6]=2[N:5]([CH2:15][C:16]2[C:17]([O:23][CH3:24])=[N:18][C:19]([CH3:22])=[CH:20][CH:21]=2)[N:4]=1)[CH3:2].